From a dataset of Experimental lipophilicity measurements (octanol/water distribution) for 4,200 compounds from AstraZeneca. Regression/Classification. Given a drug SMILES string, predict its absorption, distribution, metabolism, or excretion properties. Task type varies by dataset: regression for continuous measurements (e.g., permeability, clearance, half-life) or binary classification for categorical outcomes (e.g., BBB penetration, CYP inhibition). For this dataset (lipophilicity_astrazeneca), we predict Y. (1) The compound is c1ccc(C2Cc3ccccc3CN2)cc1. The Y is 1.90 logD. (2) The compound is COc1cc(N2CCN(C(C)=O)CC2)ccc1Nc1ncc(Cl)c(-c2cnc3ccccn23)n1. The Y is 3.65 logD. (3) The molecule is CCN(C(=O)Cc1ccc(S(C)(=O)=O)cc1)C1CCN(CC[C@@H](c2ccccc2)N2CCN(S(=O)(=O)CC(F)(F)F)CC2)CC1. The Y is 1.80 logD. (4) The molecule is NC(=O)c1cccc(O[C@@H]2C[C@@H]3CC[C@H](C2)N3Cc2ccccc2)n1. The Y is 1.71 logD. (5) The compound is Cc1ccc(NC(=O)c2ccnc(N3CCOCC3)c2)cc1Nc1ccnc(Cl)n1. The Y is 3.10 logD. (6) The drug is COc1c(N2C[C@@H]3CCCN[C@@H]3C2)c(F)cc2c(=O)c(C(=O)O)cn(C3CC3)c12. The Y is -0.180 logD. (7) The compound is O=c1c2ccccc2nc2n1CCS2(=O)=O. The Y is 0.800 logD. (8) The drug is Cc1nc2nc(-c3cccnc3)nn2c(O)c1Cc1ccccc1. The Y is 1.52 logD. (9) The drug is OC1(C#Cc2ccc(-c3ccccc3)cc2)CN2CCC1CC2. The Y is 3.14 logD. (10) The compound is CC(C)NC[C@H](O)COc1cccc2ccccc12. The Y is 0.990 logD.